Dataset: Catalyst prediction with 721,799 reactions and 888 catalyst types from USPTO. Task: Predict which catalyst facilitates the given reaction. (1) Reactant: C1COCC1.[CH3:6][O:7][C:8]1[CH:9]=[C:10]([CH:14]=[C:15]([O:21][CH3:22])[C:16]=1[O:17][CH2:18][C:19]#[CH:20])[C:11](Cl)=[O:12].[CH:23]1([C@@H:29]([NH2:31])[CH3:30])[CH2:28][CH2:27][CH2:26][CH2:25][CH2:24]1.C(N(CC)CC)C. Product: [CH:23]1([C@@H:29]([NH:31][C:11](=[O:12])[C:10]2[CH:9]=[C:8]([O:7][CH3:6])[C:16]([O:17][CH2:18][C:19]#[CH:20])=[C:15]([O:21][CH3:22])[CH:14]=2)[CH3:30])[CH2:28][CH2:27][CH2:26][CH2:25][CH2:24]1. The catalyst class is: 13. (2) Reactant: Br[C:2]1[CH:8]=[CH:7][C:5]([NH2:6])=[C:4]([S:9]([CH3:12])(=[O:11])=[O:10])[CH:3]=1.[CH3:13][N:14]1[CH:18]=[C:17](B2OC(C)(C)C(C)(C)O2)[CH:16]=[N:15]1.C([O-])([O-])=O.[Na+].[Na+]. Product: [CH3:13][N:14]1[CH:18]=[C:17]([C:2]2[CH:8]=[CH:7][C:5]([NH2:6])=[C:4]([S:9]([CH3:12])(=[O:11])=[O:10])[CH:3]=2)[CH:16]=[N:15]1. The catalyst class is: 117.